This data is from Full USPTO retrosynthesis dataset with 1.9M reactions from patents (1976-2016). The task is: Predict the reactants needed to synthesize the given product. (1) The reactants are: [NH:1]1[CH2:6][CH2:5][CH:4]([C:7]2[CH:29]=[CH:28][C:10]([C:11]([NH:13][C:14]3[CH:19]=[CH:18][CH:17]=[CH:16][C:15]=3[NH:20]C(=O)OC(C)(C)C)=[O:12])=[CH:9][CH:8]=2)[CH2:3][CH2:2]1.[CH2:30]([C:32]1[C:36]([CH:37]=O)=[CH:35][NH:34][N:33]=1)[CH3:31].C(O[BH-](OC(=O)C)OC(=O)C)(=O)C.[Na+]. Given the product [NH2:20][C:15]1[CH:16]=[CH:17][CH:18]=[CH:19][C:14]=1[NH:13][C:11](=[O:12])[C:10]1[CH:28]=[CH:29][C:7]([CH:4]2[CH2:3][CH2:2][N:1]([CH2:37][C:36]3[C:32]([CH2:30][CH3:31])=[N:33][NH:34][CH:35]=3)[CH2:6][CH2:5]2)=[CH:8][CH:9]=1, predict the reactants needed to synthesize it. (2) Given the product [CH3:1][O:2][C:3]1[CH:4]=[CH:5][C:6]2[NH:12][C:11](=[O:13])[N:10]([CH:14]3[CH2:15][CH2:16][N:17]([C:20]4[N:25]=[CH:24][N:23]=[C:22]([C:26]([OH:28])=[O:27])[N:21]=4)[CH2:18][CH2:19]3)[CH2:9][CH2:8][C:7]=2[CH:30]=1, predict the reactants needed to synthesize it. The reactants are: [CH3:1][O:2][C:3]1[CH:4]=[CH:5][C:6]2[NH:12][C:11](=[O:13])[N:10]([CH:14]3[CH2:19][CH2:18][N:17]([C:20]4[N:25]=[CH:24][N:23]=[C:22]([C:26]([O:28]C)=[O:27])[N:21]=4)[CH2:16][CH2:15]3)[CH2:9][CH2:8][C:7]=2[CH:30]=1.[OH-].[Na+].C1COCC1. (3) Given the product [CH3:32][O:31][C:28]1[CH:27]=[CH:26][C:25]([S:22]([C:15]2([CH2:14][CH2:13][CH2:12][C:11]#[C:10][C:7]3[CH:8]=[CH:9][C:4]([C:3]([OH:34])=[O:2])=[CH:5][C:6]=3[CH3:33])[S:19][C:18](=[O:20])[NH:17][C:16]2=[O:21])(=[O:23])=[O:24])=[CH:30][CH:29]=1, predict the reactants needed to synthesize it. The reactants are: C[O:2][C:3](=[O:34])[C:4]1[CH:9]=[CH:8][C:7]([C:10]#[C:11][CH2:12][CH2:13][CH2:14][C:15]2([S:22]([C:25]3[CH:30]=[CH:29][C:28]([O:31][CH3:32])=[CH:27][CH:26]=3)(=[O:24])=[O:23])[S:19][C:18](=[O:20])[NH:17][C:16]2=[O:21])=[C:6]([CH3:33])[CH:5]=1.[OH-].[Li+].O. (4) The reactants are: Br[C:2]1[CH:3]=[C:4]([CH:7]=[C:8]([Br:11])[C:9]=1[Cl:10])[C:5]#[N:6].[NH2:12][C@@H:13]1[CH2:18][CH2:17][N:16]([C:19]([O:21][CH3:22])=[O:20])[CH2:15][C@H:14]1[OH:23].C1C=CC(P(C2C(C3C(P(C4C=CC=CC=4)C4C=CC=CC=4)=CC=C4C=3C=CC=C4)=C3C(C=CC=C3)=CC=2)C2C=CC=CC=2)=CC=1.C([O-])([O-])=O.[Cs+].[Cs+]. Given the product [Br:11][C:8]1[C:9]([Cl:10])=[C:2]([NH:12][C@@H:13]2[CH2:18][CH2:17][N:16]([C:19]([O:21][CH3:22])=[O:20])[CH2:15][C@H:14]2[OH:23])[CH:3]=[C:4]([C:5]#[N:6])[CH:7]=1, predict the reactants needed to synthesize it. (5) The reactants are: [Br:1][C:2]1[N:7]=[C:6]([C:8]([OH:10])=O)[CH:5]=[CH:4][CH:3]=1.[CH2:11]([O:13][C:14](=[O:24])[CH2:15][O:16][C:17]1[CH:22]=[CH:21][CH:20]=[C:19]([NH2:23])[CH:18]=1)[CH3:12]. Given the product [CH2:11]([O:13][C:14](=[O:24])[CH2:15][O:16][C:17]1[CH:22]=[CH:21][CH:20]=[C:19]([NH:23][C:8]([C:6]2[CH:5]=[CH:4][CH:3]=[C:2]([Br:1])[N:7]=2)=[O:10])[CH:18]=1)[CH3:12], predict the reactants needed to synthesize it. (6) Given the product [O:1]1[C:5]2[CH:6]=[CH:7][C:8]([C:10]3[C:19]([N:20]4[CH2:24][CH2:23][CH2:22][C@@H:21]4[CH3:25])=[N:18][C:17]4[C:12](=[CH:13][CH:14]=[C:15]([C:26]([OH:28])=[O:27])[CH:16]=4)[N:11]=3)=[CH:9][C:4]=2[O:3][CH2:2]1, predict the reactants needed to synthesize it. The reactants are: [O:1]1[C:5]2[CH:6]=[CH:7][C:8]([C:10]3[C:19]([N:20]4[CH2:24][CH2:23][CH2:22][C@@H:21]4[CH3:25])=[N:18][C:17]4[C:12](=[CH:13][CH:14]=[C:15]([C:26]([O:28]C)=[O:27])[CH:16]=4)[N:11]=3)=[CH:9][C:4]=2[O:3][CH2:2]1.[OH-].[Na+]. (7) Given the product [OH:28][NH:27][C:22]([C:20]1[CH:19]=[CH:18][C:17]2[C:11]3[N:12]([CH:25]=[C:9]([C:8]4[N:4]([CH:1]([CH3:2])[CH3:3])[N:5]=[CH:6][N:7]=4)[N:10]=3)[CH2:13][CH2:14][O:15][C:16]=2[CH:21]=1)=[O:24], predict the reactants needed to synthesize it. The reactants are: [CH:1]([N:4]1[C:8]([C:9]2[N:10]=[C:11]3[C:17]4[CH:18]=[CH:19][C:20]([C:22]([OH:24])=O)=[CH:21][C:16]=4[O:15][CH2:14][CH2:13][N:12]3[CH:25]=2)=[N:7][CH:6]=[N:5]1)([CH3:3])[CH3:2].Cl.[NH2:27][OH:28].